From a dataset of Full USPTO retrosynthesis dataset with 1.9M reactions from patents (1976-2016). Predict the reactants needed to synthesize the given product. The reactants are: [CH3:1][O:2][C:3]1[CH:4]=[C:5]2[O:9][C:8]([C:10]3[N:11]=[C:12]4[N:16]([CH:17]=3)[N:15]=[C:14]([O:18][CH3:19])[S:13]4)=[CH:7][C:6]2=[C:20]([OH:22])[CH:21]=1.[CH3:23][C:24]1([C:30]2[S:31][CH:32]=[C:33]([CH2:35]O)[N:34]=2)[CH2:29][CH2:28][O:27][CH2:26][CH2:25]1.C(P(CCCC)CCCC)CCC.C1CCN(C(N=NC(N2CCCCC2)=O)=O)CC1. Given the product [CH3:19][O:18][C:14]1[S:13][C:12]2=[N:11][C:10]([C:8]3[O:9][C:5]4[CH:4]=[C:3]([O:2][CH3:1])[CH:21]=[C:20]([O:22][CH2:35][C:33]5[N:34]=[C:30]([C:24]6([CH3:23])[CH2:29][CH2:28][O:27][CH2:26][CH2:25]6)[S:31][CH:32]=5)[C:6]=4[CH:7]=3)=[CH:17][N:16]2[N:15]=1, predict the reactants needed to synthesize it.